This data is from Full USPTO retrosynthesis dataset with 1.9M reactions from patents (1976-2016). The task is: Predict the reactants needed to synthesize the given product. (1) Given the product [CH3:1][C@H:2]1[NH:7][CH2:6][C@@H:5]([C:18]([OH:20])=[O:19])[CH2:4][CH2:3]1, predict the reactants needed to synthesize it. The reactants are: [CH3:1][C@H:2]1[N:7](C(OCC2C=CC=CC=2)=O)[CH2:6][C@@H:5]([C:18]([O:20]C)=[O:19])[CH2:4][CH2:3]1.Cl. (2) Given the product [NH2:1][C:2]1[N:7]=[CH:6][C:5]([C:8]2[CH:9]=[N:10][N:11]([CH:13]([CH3:17])[C:14]([N:27]3[CH2:32][CH2:31][O:30][CH2:29][CH2:28]3)=[O:15])[CH:12]=2)=[CH:4][C:3]=1[C:18]1[S:19][C:20]2[CH:26]=[CH:25][CH:24]=[CH:23][C:21]=2[N:22]=1, predict the reactants needed to synthesize it. The reactants are: [NH2:1][C:2]1[N:7]=[CH:6][C:5]([C:8]2[CH:9]=[N:10][N:11]([CH:13]([CH3:17])[C:14](O)=[O:15])[CH:12]=2)=[CH:4][C:3]=1[C:18]1[S:19][C:20]2[CH:26]=[CH:25][CH:24]=[CH:23][C:21]=2[N:22]=1.[NH:27]1[CH2:32][CH2:31][O:30][CH2:29][CH2:28]1.CN(C(ON1N=NC2C=CC=CC1=2)=[N+](C)C)C.[B-](F)(F)(F)F.CCN(C(C)C)C(C)C.CN(C=O)C.